From a dataset of Reaction yield outcomes from USPTO patents with 853,638 reactions. Predict the reaction yield, written as a fraction of the theoretical maximum amount of product (1.0 means a 100% yield; for example, 0.34 means a 34% yield). (1) The reactants are Br[C:2]1[CH:23]=[CH:22][C:5]2[C:6]3[N:7]([CH:11]=[C:12]([C:14]4[N:18]([CH:19]([CH3:21])[CH3:20])[N:17]=[CH:16][N:15]=4)[N:13]=3)[CH2:8][CH2:9][O:10][C:4]=2[CH:3]=1.[CH:24]([S:26]([NH2:29])(=[O:28])=[O:27])=[CH2:25].C(N(CC)CC)C.C1(C)C=CC=CC=1P(C1C=CC=CC=1C)C1C=CC=CC=1C. The catalyst is CN(C=O)C.C([O-])(=O)C.[Pd+2].C([O-])(=O)C. The product is [CH:19]([N:18]1[C:14]([C:12]2[N:13]=[C:6]3[N:7]([CH2:8][CH2:9][O:10][C:4]4[CH:3]=[C:2](/[CH:25]=[CH:24]/[S:26]([NH2:29])(=[O:28])=[O:27])[CH:23]=[CH:22][C:5]=43)[CH:11]=2)=[N:15][CH:16]=[N:17]1)([CH3:21])[CH3:20]. The yield is 0.350. (2) The reactants are [C:1]([C:3]1[CH:31]=[CH:30][C:6]([CH2:7][N:8]([CH2:21][C:22]2[C:27]([CH3:28])=[CH:26][C:25]([CH3:29])=[CH:24][N:23]=2)S(C2C=CC=CC=2[N+]([O-])=O)(=O)=O)=[C:5]([CH2:32][OH:33])[CH:4]=1)#[N:2].C([O-])([O-])=O.[K+].[K+].C1(S)C=CC=CC=1. The catalyst is CN(C=O)C. The product is [CH3:28][C:27]1[C:22]([CH2:21][NH:8][CH2:7][C:6]2[CH:30]=[CH:31][C:3]([C:1]#[N:2])=[CH:4][C:5]=2[CH2:32][OH:33])=[N:23][CH:24]=[C:25]([CH3:29])[CH:26]=1. The yield is 0.350. (3) The reactants are [C:1]1([C:17]2[CH:22]=[CH:21][CH:20]=[CH:19][CH:18]=2)[CH:6]=[CH:5][C:4]([O:7][CH2:8][C:9]2[CH:16]=[CH:15][C:12]([C:13]#[N:14])=[CH:11][CH:10]=2)=[CH:3][CH:2]=1.[N-:23]=[N+:24]=[N-:25].[Na+].[Cl-].[NH4+].O. The catalyst is CN(C)C=O. The product is [C:1]1([C:17]2[CH:18]=[CH:19][CH:20]=[CH:21][CH:22]=2)[CH:2]=[CH:3][C:4]([O:7][CH2:8][C:9]2[CH:16]=[CH:15][C:12]([C:13]3[NH:25][N:24]=[N:23][N:14]=3)=[CH:11][CH:10]=2)=[CH:5][CH:6]=1. The yield is 0.890. (4) The reactants are Cl.[CH2:2]1[C@@H:10]2[C@H:5]([CH2:6][N:7]([C:11]([O:13][CH2:14][C:15]3[CH:20]=[C:19]([Cl:21])[CH:18]=[C:17]([Cl:22])[CH:16]=3)=[O:12])[CH2:8][CH2:9]2)[CH2:4][NH:3]1.CN1CC[O:27][CH2:26]C1.[NH2:30][C:31]1[CH:39]=[CH:38][C:34]([C:35]([OH:37])=O)=[CH:33][C:32]=1[OH:40].F[P-](F)(F)(F)(F)F.N1(OC(N(C)C)=[N+](C)C)C2N=CC=CC=2N=N1.C(N1C=CN=C1)(N1C=CN=C1)=O. The catalyst is CN(C)C=O. The product is [O:27]=[C:26]1[NH:30][C:31]2[CH:39]=[CH:38][C:34]([C:35]([N:3]3[CH2:2][C@@H:10]4[C@H:5]([CH2:6][N:7]([C:11]([O:13][CH2:14][C:15]5[CH:16]=[C:17]([Cl:22])[CH:18]=[C:19]([Cl:21])[CH:20]=5)=[O:12])[CH2:8][CH2:9]4)[CH2:4]3)=[O:37])=[CH:33][C:32]=2[O:40]1. The yield is 0.520. (5) The reactants are [CH2:1]([O:3][C:4]([C:6]1[C:7]2[C:15]([CH3:16])=[N:14][N:13]([CH:17]3[CH2:22][CH2:21][CH2:20][CH2:19][O:18]3)[C:8]=2[N:9]=[C:10](Br)[CH:11]=1)=[O:5])[CH3:2].[O:23]1[CH2:28][CH2:27][CH2:26][CH2:25][CH:24]1[O:29][C:30]1[CH:35]=[CH:34][C:33](B(O)O)=[CH:32][CH:31]=1.C(=O)([O-])[O-].[K+].[K+].O. The catalyst is COCCOC.O. The product is [CH2:1]([O:3][C:4]([C:6]1[C:7]2[C:15]([CH3:16])=[N:14][N:13]([CH:17]3[CH2:22][CH2:21][CH2:20][CH2:19][O:18]3)[C:8]=2[N:9]=[C:10]([C:33]2[CH:34]=[CH:35][C:30]([O:29][CH:24]3[CH2:25][CH2:26][CH2:27][CH2:28][O:23]3)=[CH:31][CH:32]=2)[CH:11]=1)=[O:5])[CH3:2]. The yield is 0.920. (6) The reactants are Cl[C:2]1C=CN=C(C(NC)=O)[CH:3]=1.Cl.N[C@H:14]1[C@H:19]2[C@@H:15]1[O:16][C:17]1[CH:23]=[CH:22][C:21]([O:24][C:25]3[CH:34]=[CH:33][N:32]=[C:31]4[C:26]=3CCC(=O)N4)=[CH:20][C:18]=12.[C:36](=[O:39])([O-])[O-:37].[Cs+].[Cs+].O.[CH3:43][N:44]([CH:46]=[O:47])C. No catalyst specified. The product is [CH3:43][NH:44][C:46]([C:31]1[CH:26]=[C:25]([O:24][C:21]2[CH:22]=[CH:23][C:17]3[O:16][C@@H:15]4[C@@H:14]([C:36]([O:37][CH2:2][CH3:3])=[O:39])[C@@H:19]4[C:18]=3[CH:20]=2)[CH:34]=[CH:33][N:32]=1)=[O:47]. The yield is 0.449. (7) The reactants are CC1C=CC(S(O)(=O)=O)=CC=1.[Cl:12][C:13]1[N:18]=[C:17]([Cl:19])[N:16]=[C:15]2[NH:20][N:21]=[CH:22][C:14]=12.[O:23]1[CH:28]=[CH:27][CH2:26][CH2:25][CH2:24]1. The catalyst is O1CCCC1.C(Cl)Cl. The product is [Cl:12][C:13]1[N:18]=[C:17]([Cl:19])[N:16]=[C:15]2[N:20]([CH:24]3[CH2:25][CH2:26][CH2:27][CH2:28][O:23]3)[N:21]=[CH:22][C:14]=12. The yield is 0.920. (8) The reactants are [C:1](Cl)(=[O:4])[CH:2]=[CH2:3].[CH3:6][O:7][C:8]1[CH:13]=[C:12]([N:14]2[CH2:17][C:16]3([N:21]([CH3:22])[CH2:20][CH2:19][CH2:18]3)[CH2:15]2)[C:11]([NH2:23])=[CH:10][C:9]=1[NH:24][C:25]1[N:30]=[C:29]([C:31]2[CH:32]=[N:33][N:34]3[CH:39]=[CH:38][CH:37]=[CH:36][C:35]=23)[CH:28]=[CH:27][N:26]=1. The catalyst is C(Cl)Cl.CO. The product is [CH3:6][O:7][C:8]1[C:9]([NH:24][C:25]2[N:30]=[C:29]([C:31]3[CH:32]=[N:33][N:34]4[CH:39]=[CH:38][CH:37]=[CH:36][C:35]=34)[CH:28]=[CH:27][N:26]=2)=[CH:10][C:11]([NH:23][C:1](=[O:4])[CH:2]=[CH2:3])=[C:12]([N:14]2[CH2:15][C:16]3([N:21]([CH3:22])[CH2:20][CH2:19][CH2:18]3)[CH2:17]2)[CH:13]=1. The yield is 0.520. (9) The reactants are [NH2:1][C:2]1[CH:9]=[CH:8][C:5]([C:6]#[N:7])=[CH:4][CH:3]=1.[N+:10]([C:13]1[CH:14]=[C:15]([CH:18]=[CH:19][CH:20]=1)[CH:16]=O)([O-:12])=[O:11]. The catalyst is C(O)C. The product is [N+:10]([C:13]1[CH:14]=[C:15]([CH:18]=[CH:19][CH:20]=1)[CH:16]=[N:1][C:2]1[CH:9]=[CH:8][C:5]([C:6]#[N:7])=[CH:4][CH:3]=1)([O-:12])=[O:11]. The yield is 0.830.